This data is from Reaction yield outcomes from USPTO patents with 853,638 reactions. The task is: Predict the reaction yield, written as a fraction of the theoretical maximum amount of product (1.0 means a 100% yield; for example, 0.34 means a 34% yield). (1) The reactants are [Cl-].O[NH3+:3].[C:4](=[O:7])([O-])[OH:5].[Na+].CS(C)=O.[CH2:13]([C:15]1[N:16]=[C:17]([CH2:42][CH2:43][CH3:44])[N:18]([CH2:27][C:28]2[CH:33]=[CH:32][C:31]([C:34]3[C:35]([C:40]#[N:41])=[CH:36][CH:37]=[CH:38][CH:39]=3)=[CH:30][CH:29]=2)[C:19](=[O:26])[C:20]=1[CH:21]([OH:25])[CH:22]([CH3:24])[CH3:23])[CH3:14]. The catalyst is C(OCC)(=O)C. The product is [CH2:13]([C:15]1[N:16]=[C:17]([CH2:42][CH2:43][CH3:44])[N:18]([CH2:27][C:28]2[CH:29]=[CH:30][C:31]([C:34]3[CH:39]=[CH:38][CH:37]=[CH:36][C:35]=3[C:40]3[NH:3][C:4](=[O:7])[O:5][N:41]=3)=[CH:32][CH:33]=2)[C:19](=[O:26])[C:20]=1[CH:21]([OH:25])[CH:22]([CH3:23])[CH3:24])[CH3:14]. The yield is 0.290. (2) The reactants are [F:1][C:2]1[CH:3]=[C:4]([CH:6]=[CH:7][C:8]=1[O:9][C:10]1[C:19]2[C:14](=[CH:15][C:16]([O:22][CH2:23][CH2:24][CH2:25][N:26]3[CH2:31][CH2:30][O:29][CH2:28][CH2:27]3)=[C:17]([O:20][CH3:21])[CH:18]=2)[N:13]=[CH:12][CH:11]=1)[NH2:5].C(N(CC)CC)C.ClC(Cl)(O[C:43](=[O:49])OC(Cl)(Cl)Cl)Cl.[F:51][C:52]1[CH:57]=[C:56]([F:58])[CH:55]=[CH:54][C:53]=1[CH:59]([NH2:61])[CH3:60]. The catalyst is C(Cl)(Cl)Cl. The product is [F:51][C:52]1[CH:57]=[C:56]([F:58])[CH:55]=[CH:54][C:53]=1[CH:59]([NH:61][C:43]([NH:5][C:4]1[CH:6]=[CH:7][C:8]([O:9][C:10]2[C:19]3[C:14](=[CH:15][C:16]([O:22][CH2:23][CH2:24][CH2:25][N:26]4[CH2:31][CH2:30][O:29][CH2:28][CH2:27]4)=[C:17]([O:20][CH3:21])[CH:18]=3)[N:13]=[CH:12][CH:11]=2)=[C:2]([F:1])[CH:3]=1)=[O:49])[CH3:60]. The yield is 0.570. (3) The reactants are [Br:1][C:2]1[CH:3]=[CH:4][C:5]([O:12][CH2:13][CH2:14][CH3:15])=[C:6]([S:8](Cl)(=[O:10])=[O:9])[CH:7]=1.[NH2:16][C@H:17]([CH2:20][C:21]1[C:29]2[C:24](=[CH:25][CH:26]=[CH:27][CH:28]=2)[NH:23][CH:22]=1)[CH2:18][OH:19]. The catalyst is O1CCCC1.C(N(C(C)C)CC)(C)C. The product is [Br:1][C:2]1[CH:3]=[CH:4][C:5]([O:12][CH2:13][CH2:14][CH3:15])=[C:6]([S:8]([NH:16][C@H:17]([CH2:20][C:21]2[C:29]3[C:24](=[CH:25][CH:26]=[CH:27][CH:28]=3)[NH:23][CH:22]=2)[CH2:18][OH:19])(=[O:10])=[O:9])[CH:7]=1. The yield is 0.820. (4) The reactants are [Cl:1][C:2]1[CH:3]=[C:4]([NH:16][C:17]2[C:26]3[C:21](=[CH:22][CH:23]=[CH:24][C:25]=3[O:27][C@H:28]([CH3:33])[C:29](OC)=[O:30])[N:20]=[CH:19][N:18]=2)[CH:5]=[CH:6][C:7]=1[O:8][CH2:9][C:10]1[CH:15]=[CH:14][CH:13]=[CH:12][N:11]=1.O.[NH:35]1[CH2:39][CH2:38][C@@H:37]([OH:40])[CH2:36]1. No catalyst specified. The product is [Cl:1][C:2]1[CH:3]=[C:4]([NH:16][C:17]2[C:26]3[C:21](=[CH:22][CH:23]=[CH:24][C:25]=3[O:27][C@H:28]([CH3:33])[C:29]([N:35]3[CH2:39][CH2:38][C@@H:37]([OH:40])[CH2:36]3)=[O:30])[N:20]=[CH:19][N:18]=2)[CH:5]=[CH:6][C:7]=1[O:8][CH2:9][C:10]1[CH:15]=[CH:14][CH:13]=[CH:12][N:11]=1. The yield is 0.240. (5) The reactants are [C:1]([C:3]1[CH:8]=[CH:7][C:6]([C:9]2([O:12][CH:13]([CH3:15])[CH3:14])[CH2:11][CH2:10]2)=[CH:5][C:4]=1CC)#[CH:2].[CH2:18]([O:20][C:21](=[O:29])[C:22]1[CH:27]=[CH:26][C:25](I)=[CH:24][CH:23]=1)[CH3:19].[CH2:30](N(CC)CC)[CH3:31]. The catalyst is [Cu]I.Cl[Pd](Cl)([P](C1C=CC=CC=1)(C1C=CC=CC=1)C1C=CC=CC=1)[P](C1C=CC=CC=1)(C1C=CC=CC=1)C1C=CC=CC=1. The product is [CH:13]([O:12][C:9]1([C:6]2[CH:5]=[CH:4][C:3]([C:1]#[C:2][C:25]3[CH:26]=[CH:27][C:22]([C:21]([O:20][CH2:18][CH3:19])=[O:29])=[CH:23][CH:24]=3)=[CH:8][C:7]=2[CH2:30][CH3:31])[CH2:10][CH2:11]1)([CH3:14])[CH3:15]. The yield is 0.710. (6) The reactants are [CH3:1][C@:2]([C:11]([NH:13][CH2:14][C:15]([O:17]CC)=O)=[O:12])([CH2:4][C:5]1[CH:10]=[CH:9][CH:8]=[CH:7][CH:6]=1)[NH2:3]. The catalyst is C(O)(CC)C.C1(C)C=CC=CC=1. The product is [CH2:4]([C@@:2]1([CH3:1])[NH:3][C:15](=[O:17])[CH2:14][NH:13][C:11]1=[O:12])[C:5]1[CH:10]=[CH:9][CH:8]=[CH:7][CH:6]=1. The yield is 1.00. (7) The reactants are [Cl:1][C:2]1[CH:3]=[C:4]([C@@:8]([C@@H:17]2[CH2:22][CH2:21][CH2:20][NH:19][CH2:18]2)([O:10][CH2:11][C:12]([O:14][CH2:15][CH3:16])=[O:13])[CH3:9])[CH:5]=[CH:6][CH:7]=1.[CH:23]1([CH2:29][C@H:30]([NH:43][C:44](=O)[O:45]C2C=CC([N+]([O-])=O)=CC=2)[CH2:31][N:32]([CH3:42])[C:33]([O:35][CH2:36][CH2:37][Si:38]([CH3:41])([CH3:40])[CH3:39])=[O:34])[CH2:28][CH2:27][CH2:26][CH2:25][CH2:24]1.CCN(C(C)C)C(C)C. The catalyst is C(Cl)Cl. The product is [Cl:1][C:2]1[CH:3]=[C:4]([C@@:8]([C@@H:17]2[CH2:22][CH2:21][CH2:20][N:19]([C:44](=[O:45])[NH:43][C@H:30]([CH2:31][N:32]([CH3:42])[C:33]([O:35][CH2:36][CH2:37][Si:38]([CH3:41])([CH3:40])[CH3:39])=[O:34])[CH2:29][CH:23]3[CH2:28][CH2:27][CH2:26][CH2:25][CH2:24]3)[CH2:18]2)([O:10][CH2:11][C:12]([O:14][CH2:15][CH3:16])=[O:13])[CH3:9])[CH:5]=[CH:6][CH:7]=1. The yield is 0.470. (8) The reactants are [CH2:1]([NH:4][C:5]1[N:10]=[C:9]([NH:11][CH2:12][CH2:13][CH3:14])[N:8]=[CH:7][N:6]=1)[CH2:2][CH3:3].Cl.[CH3:16][NH:17][O:18][CH3:19].[OH-].[Na+]. The catalyst is O1CCOCC1.O. The product is [CH2:1]([NH:4][C:5]1[N:10]=[C:9]([NH:11][CH2:12][CH2:13][CH3:14])[N:8]=[C:7]([N:17]([CH3:16])[O:18][CH3:19])[N:6]=1)[CH2:2][CH3:3]. The yield is 0.900. (9) The reactants are [CH3:1][C:2]1[C:3]([CH:8]2[CH2:13][CH2:12][CH2:11][CH:10]([C:14]3[C:19]([CH3:20])=[CH:18][CH:17]=[CH:16][N:15]=3)[NH:9]2)=[N:4][CH:5]=[CH:6][CH:7]=1.Br[CH2:22][C:23]1[CH:28]=[CH:27][C:26]([C:29]#[N:30])=[CH:25][CH:24]=1.CCN(C(C)C)C(C)C. The catalyst is CN(C=O)C. The product is [CH3:1][C:2]1[C:3]([CH:8]2[CH2:13][CH2:12][CH2:11][CH:10]([C:14]3[C:19]([CH3:20])=[CH:18][CH:17]=[CH:16][N:15]=3)[N:9]2[CH2:22][C:23]2[CH:28]=[CH:27][C:26]([C:29]#[N:30])=[CH:25][CH:24]=2)=[N:4][CH:5]=[CH:6][CH:7]=1. The yield is 0.940. (10) The reactants are [CH:1]([Li])([CH2:3][CH3:4])[CH3:2].CO[N:8](C)[C:9](=O)[CH2:10][CH3:11].FC(F)(F)C(O)=O.[CH2:21]1[CH2:25][O:24][CH2:23][CH2:22]1. The catalyst is ClCCl. The product is [CH2:3]([C:1]1[NH:8][C:9]2[C:22]([CH:2]=1)=[CH:21][C:25]([O:24][CH3:23])=[CH:11][CH:10]=2)[CH3:4]. The yield is 0.350.